This data is from Full USPTO retrosynthesis dataset with 1.9M reactions from patents (1976-2016). The task is: Predict the reactants needed to synthesize the given product. (1) Given the product [Cl:9][C:10]1[CH:11]=[CH:12][C:13]([C:16]2([C:21]3[CH:22]=[CH:23][C:24]4[C:7]([CH:26]=3)=[C:6]([C:2]3[S:1][CH:5]=[CH:4][CH:3]=3)[O:28][N:27]=4)[O:17][CH2:18][CH2:19][O:20]2)=[CH:14][CH:15]=1, predict the reactants needed to synthesize it. The reactants are: [S:1]1[CH:5]=[CH:4][CH:3]=[C:2]1[CH2:6][C:7]#N.[Cl:9][C:10]1[CH:15]=[CH:14][C:13]([C:16]2([C:21]3[CH:26]=C[C:24]([N+:27]([O-])=[O:28])=[CH:23][CH:22]=3)[O:20][CH2:19][CH2:18][O:17]2)=[CH:12][CH:11]=1.[OH-].[Na+]. (2) The reactants are: [Br:1][C:2]1[CH:3]=[C:4]2[C:9](=[CH:10][CH:11]=1)[CH:8]=[N:7][C:6]([OH:12])=[CH:5]2.[CH2:13](Br)[C:14]1[CH:19]=[CH:18][CH:17]=[CH:16][CH:15]=1. Given the product [CH2:13]([O:12][C:6]1[N:7]=[CH:8][C:9]2[C:4]([CH:5]=1)=[CH:3][C:2]([Br:1])=[CH:11][CH:10]=2)[C:14]1[CH:19]=[CH:18][CH:17]=[CH:16][CH:15]=1, predict the reactants needed to synthesize it. (3) Given the product [NH2:22][C:20]1[S:21][CH:2]=[C:3]([C:5]2[CH:10]=[CH:9][C:8]([S:11]([NH:14][C:15]([CH3:18])([CH3:17])[CH3:16])(=[O:13])=[O:12])=[CH:7][CH:6]=2)[N:19]=1, predict the reactants needed to synthesize it. The reactants are: Br[CH2:2][C:3]([C:5]1[CH:10]=[CH:9][C:8]([S:11]([NH:14][C:15]([CH3:18])([CH3:17])[CH3:16])(=[O:13])=[O:12])=[CH:7][CH:6]=1)=O.[NH2:19][C:20]([NH2:22])=[S:21].C([O-])(O)=O.[Na+]. (4) Given the product [CH3:6][O:5][C:3]([C:2]1([C:1]([O:8][CH3:9])=[O:7])[CH2:18][CH:17]=[CH:16][CH2:15]1)=[O:4], predict the reactants needed to synthesize it. The reactants are: [C:1]([O:8][CH3:9])(=[O:7])[CH2:2][C:3]([O:5][CH3:6])=[O:4].[H-].[Li+].[H][H].Cl[CH2:15]/[CH:16]=[CH:17]\[CH2:18]Cl. (5) The reactants are: [OH:1][C:2]1[NH:6][N:5]=[C:4]([C:7]([O:9]CC)=[O:8])[CH:3]=1.Br[CH2:13][CH2:14][CH2:15]Br.C(=O)([O-])[O-].[K+].[K+].[OH-].[Na+].Cl. Given the product [N:5]1[N:6]2[C:2]([O:1][CH2:13][CH2:14][CH2:15]2)=[CH:3][C:4]=1[C:7]([OH:9])=[O:8], predict the reactants needed to synthesize it. (6) Given the product [CH3:1][C:2]1[C:3]([CH:35]([OH:55])[C:36]2[NH:40][C:39]3[CH:49]=[CH:50][C:51]([C:53]#[N:54])=[CH:52][C:38]=3[N:37]=2)=[C:4]2[C:8](=[C:9]([CH3:11])[CH:10]=1)[N:7]([S:12]([C:15]1[CH:16]=[CH:17][C:18]([CH3:19])=[CH:20][CH:21]=1)(=[O:14])=[O:13])[CH:6]=[C:5]2[C:22]1[NH:26][N:25]=[CH:24][CH:23]=1, predict the reactants needed to synthesize it. The reactants are: [CH3:1][C:2]1[C:3]([CH:35]([OH:55])[C:36]2[N:40](COCC[Si](C)(C)C)[C:39]3[CH:49]=[CH:50][C:51]([C:53]#[N:54])=[CH:52][C:38]=3[N:37]=2)=[C:4]2[C:8](=[C:9]([CH3:11])[CH:10]=1)[N:7]([S:12]([C:15]1[CH:21]=[CH:20][C:18]([CH3:19])=[CH:17][CH:16]=1)(=[O:14])=[O:13])[CH:6]=[C:5]2[C:22]1[N:26](COCC[Si](C)(C)C)[N:25]=[CH:24][CH:23]=1.CC1C(C(O)C2N(COCC[Si](C)(C)C)C3C=C(C#N)C=CC=3N=2)=C2C(=C(C)C=1)N(S(C1C=CC(C)=CC=1)(=O)=O)C=C2C1N(COCC[Si](C)(C)C)N=CC=1. (7) Given the product [Br:1][C:2]1[S:6][C:5]2[C:7](=[O:8])[C@@H:9]([C:10]([O:12][CH3:13])=[O:11])[C@H:14]([C:15]3[CH:16]=[CH:17][C:18]([Cl:21])=[CH:19][CH:20]=3)[C:4]=2[CH:3]=1, predict the reactants needed to synthesize it. The reactants are: [Br:1][C:2]1[S:6][C:5]([C:7](/[C:9](=[CH:14]/[C:15]2[CH:20]=[CH:19][C:18]([Cl:21])=[CH:17][CH:16]=2)/[C:10]([O:12][CH3:13])=[O:11])=[O:8])=[CH:4][CH:3]=1.ClCCCl.[Cl-].[Cl-].[Cl-].[Al+3]. (8) The reactants are: [C:1]([Si:5]([CH3:8])([CH3:7])Cl)([CH3:4])([CH3:3])[CH3:2].[NH2:9][C:10]1[CH:31]=[C:30]([CH2:32][N:33]2[CH2:37][CH2:36][C@@H:35]([OH:38])[CH2:34]2)[C:29]([Br:39])=[CH:28][C:11]=1[C:12]([NH:14][CH2:15][C:16]1[CH:21]=[C:20]([Cl:22])[CH:19]=[CH:18][C:17]=1[S:23]([CH2:26][CH3:27])(=[O:25])=[O:24])=[O:13].N1C=CN=C1.O. Given the product [NH2:9][C:10]1[CH:31]=[C:30]([CH2:32][N:33]2[CH2:37][CH2:36][C@@H:35]([O:38][Si:5]([C:1]([CH3:4])([CH3:3])[CH3:2])([CH3:8])[CH3:7])[CH2:34]2)[C:29]([Br:39])=[CH:28][C:11]=1[C:12]([NH:14][CH2:15][C:16]1[CH:21]=[C:20]([Cl:22])[CH:19]=[CH:18][C:17]=1[S:23]([CH2:26][CH3:27])(=[O:25])=[O:24])=[O:13], predict the reactants needed to synthesize it. (9) Given the product [Br:1][C:2]1[CH:11]=[C:10]2[C:5]([CH:6]=[C:7]([CH3:13])[C:8]([C@H:16]([OH:17])[C:15]([O:19][C@@H:20]3[CH2:21][C@H:22]([CH3:29])[CH2:23][CH2:24][C@H:25]3[CH:26]([CH3:28])[CH3:27])=[O:18])=[C:9]2[OH:12])=[CH:4][CH:3]=1, predict the reactants needed to synthesize it. The reactants are: [Br:1][C:2]1[CH:11]=[C:10]2[C:5]([CH:6]=[C:7]([CH3:13])[CH:8]=[C:9]2[OH:12])=[CH:4][CH:3]=1.O.[C:15]([O:19][CH:20]1[CH:25]([CH:26]([CH3:28])[CH3:27])[CH2:24][CH2:23][C@@H:22]([CH3:29])[CH2:21]1)(=[O:18])[CH:16]=[O:17].C(O)(=O)C.C(#N)C. (10) The reactants are: [H-].[Na+].Br[CH2:4][CH2:5][CH2:6]Br.[N+:8]([CH2:10][S:11]([C:14]1[CH:19]=[CH:18][C:17]([CH3:20])=[CH:16][CH:15]=1)(=[O:13])=[O:12])#[C-:9].[Na+].[Br-]. Given the product [N+:8]([C:10]1([S:11]([C:14]2[CH:19]=[CH:18][C:17]([CH3:20])=[CH:16][CH:15]=2)(=[O:13])=[O:12])[CH2:6][CH2:5][CH2:4]1)#[C-:9], predict the reactants needed to synthesize it.